This data is from NCI-60 drug combinations with 297,098 pairs across 59 cell lines. The task is: Regression. Given two drug SMILES strings and cell line genomic features, predict the synergy score measuring deviation from expected non-interaction effect. (1) Cell line: SK-OV-3. Drug 1: C1=NC2=C(N1)C(=S)N=CN2. Synergy scores: CSS=34.4, Synergy_ZIP=-2.94, Synergy_Bliss=-0.195, Synergy_Loewe=-16.2, Synergy_HSA=0.359. Drug 2: C(CC(=O)O)C(=O)CN.Cl. (2) Drug 1: C1CC(=O)NC(=O)C1N2CC3=C(C2=O)C=CC=C3N. Drug 2: CCCCCOC(=O)NC1=NC(=O)N(C=C1F)C2C(C(C(O2)C)O)O. Cell line: SN12C. Synergy scores: CSS=8.13, Synergy_ZIP=-3.27, Synergy_Bliss=-1.80, Synergy_Loewe=0.277, Synergy_HSA=0.284. (3) Drug 1: C1C(C(OC1N2C=NC(=NC2=O)N)CO)O. Drug 2: C1CCC(C(C1)N)N.C(=O)(C(=O)[O-])[O-].[Pt+4]. Cell line: PC-3. Synergy scores: CSS=22.7, Synergy_ZIP=2.89, Synergy_Bliss=8.23, Synergy_Loewe=4.04, Synergy_HSA=6.85. (4) Drug 1: C1CC(=O)NC(=O)C1N2CC3=C(C2=O)C=CC=C3N. Drug 2: CN(C)N=NC1=C(NC=N1)C(=O)N. Cell line: SK-OV-3. Synergy scores: CSS=5.17, Synergy_ZIP=-1.55, Synergy_Bliss=-1.91, Synergy_Loewe=-0.882, Synergy_HSA=-0.861. (5) Drug 1: C1CC(=O)NC(=O)C1N2C(=O)C3=CC=CC=C3C2=O. Drug 2: CCC1(C2=C(COC1=O)C(=O)N3CC4=CC5=C(C=CC(=C5CN(C)C)O)N=C4C3=C2)O.Cl. Cell line: SF-268. Synergy scores: CSS=-13.6, Synergy_ZIP=-10.8, Synergy_Bliss=-30.1, Synergy_Loewe=-99.0, Synergy_HSA=-39.4. (6) Drug 1: C1=C(C(=O)NC(=O)N1)N(CCCl)CCCl. Drug 2: CC1CCC2CC(C(=CC=CC=CC(CC(C(=O)C(C(C(=CC(C(=O)CC(OC(=O)C3CCCCN3C(=O)C(=O)C1(O2)O)C(C)CC4CCC(C(C4)OC)O)C)C)O)OC)C)C)C)OC. Cell line: SK-MEL-2. Synergy scores: CSS=20.4, Synergy_ZIP=-1.71, Synergy_Bliss=-1.51, Synergy_Loewe=-2.07, Synergy_HSA=1.12. (7) Drug 1: COC1=NC(=NC2=C1N=CN2C3C(C(C(O3)CO)O)O)N. Drug 2: C1CCC(C(C1)N)N.C(=O)(C(=O)[O-])[O-].[Pt+4]. Cell line: RXF 393. Synergy scores: CSS=4.50, Synergy_ZIP=-0.624, Synergy_Bliss=1.51, Synergy_Loewe=-8.17, Synergy_HSA=-4.06.